From a dataset of NCI-60 drug combinations with 297,098 pairs across 59 cell lines. Regression. Given two drug SMILES strings and cell line genomic features, predict the synergy score measuring deviation from expected non-interaction effect. (1) Drug 1: CS(=O)(=O)C1=CC(=C(C=C1)C(=O)NC2=CC(=C(C=C2)Cl)C3=CC=CC=N3)Cl. Drug 2: CC1=CC=C(C=C1)C2=CC(=NN2C3=CC=C(C=C3)S(=O)(=O)N)C(F)(F)F. Cell line: HT29. Synergy scores: CSS=6.55, Synergy_ZIP=-1.09, Synergy_Bliss=5.50, Synergy_Loewe=-0.887, Synergy_HSA=1.86. (2) Drug 1: CC1OCC2C(O1)C(C(C(O2)OC3C4COC(=O)C4C(C5=CC6=C(C=C35)OCO6)C7=CC(=C(C(=C7)OC)O)OC)O)O. Drug 2: CC1C(C(=O)NC(C(=O)N2CCCC2C(=O)N(CC(=O)N(C(C(=O)O1)C(C)C)C)C)C(C)C)NC(=O)C3=C4C(=C(C=C3)C)OC5=C(C(=O)C(=C(C5=N4)C(=O)NC6C(OC(=O)C(N(C(=O)CN(C(=O)C7CCCN7C(=O)C(NC6=O)C(C)C)C)C)C(C)C)C)N)C. Cell line: HOP-62. Synergy scores: CSS=14.5, Synergy_ZIP=0.174, Synergy_Bliss=2.73, Synergy_Loewe=3.68, Synergy_HSA=3.66. (3) Drug 2: C1C(C(OC1N2C=NC(=NC2=O)N)CO)O. Drug 1: C1CC(C1)(C(=O)O)C(=O)O.[NH2-].[NH2-].[Pt+2]. Synergy scores: CSS=28.2, Synergy_ZIP=-0.686, Synergy_Bliss=-4.21, Synergy_Loewe=-7.36, Synergy_HSA=2.87. Cell line: COLO 205.